From a dataset of Full USPTO retrosynthesis dataset with 1.9M reactions from patents (1976-2016). Predict the reactants needed to synthesize the given product. (1) Given the product [N:21]1([C:11]2([C:14]([N:16]3[CH2:17][CH2:18][CH2:19][CH2:20]3)=[O:15])[CH2:12][CH2:13][NH:8][CH2:9][CH2:10]2)[CH2:22][CH2:23][CH2:24][CH2:25]1, predict the reactants needed to synthesize it. The reactants are: C([N:8]1[CH2:13][CH2:12][C:11]([N:21]2[CH2:25][CH2:24][CH2:23][CH2:22]2)([C:14]([N:16]2[CH2:20][CH2:19][CH2:18][CH2:17]2)=[O:15])[CH2:10][CH2:9]1)C1C=CC=CC=1. (2) Given the product [I-:54].[CH2:28]([CH:27]([CH2:36][CH2:37][CH2:38][CH3:39])[C:26]([O:25][CH2:24][N+:3]1([CH3:2])[CH2:4][CH2:5][N:6]([C:9]2[C:10]3[CH:22]=[C:21]([CH3:23])[S:20][C:11]=3[NH:12][C:13]3[CH:19]=[CH:18][CH:17]=[CH:16][C:14]=3[N:15]=2)[CH2:7][CH2:8]1)=[O:44])[CH2:29][CH2:30][CH3:31], predict the reactants needed to synthesize it. The reactants are: [I-].[CH3:2][N+:3]1([CH2:24][O:25][C:26](=[O:44])[CH:27]([CH2:36][CH2:37][CH2:38][CH2:39]CCCC)[CH2:28][CH2:29][CH2:30][CH2:31]CCCC)[CH2:8][CH2:7][N:6]([C:9]2[C:10]3[CH:22]=[C:21]([CH3:23])[S:20][C:11]=3[NH:12][C:13]3[CH:19]=[CH:18][CH:17]=[CH:16][C:14]=3[N:15]=2)[CH2:5][CH2:4]1.C(C(CCCC)C(OC[I:54])=O)CCC. (3) Given the product [F:34][C:33]1[C:24](/[CH:23]=[CH:22]/[C:19]2[CH:20]=[N:21][C:16]([NH:1][C:2]3[CH:7]=[CH:6][C:5]([N:8]4[CH:13]=[CH:12][CH:11]=[CH:10][C:9]4=[O:14])=[CH:4][CH:3]=3)=[N:17][CH:18]=2)=[CH:25][C:26]([C:27]([O:29][CH3:30])=[O:28])=[CH:31][C:32]=1[O:35][CH3:36], predict the reactants needed to synthesize it. The reactants are: [NH2:1][C:2]1[CH:7]=[CH:6][C:5]([N:8]2[CH:13]=[CH:12][CH:11]=[CH:10][C:9]2=[O:14])=[CH:4][CH:3]=1.Cl[C:16]1[N:21]=[CH:20][C:19](/[CH:22]=[CH:23]/[C:24]2[CH:25]=[C:26]([CH:31]=[C:32]([O:35][CH3:36])[C:33]=2[F:34])[C:27]([O:29][CH3:30])=[O:28])=[CH:18][N:17]=1.O.CC1C=CC(S(O)(=O)=O)=CC=1.